From a dataset of Full USPTO retrosynthesis dataset with 1.9M reactions from patents (1976-2016). Predict the reactants needed to synthesize the given product. (1) The reactants are: Cl.[NH2:2][C:3]1[C:4]([C:11]2[CH:16]=[CH:15][C:14]([NH:17][C:18]([NH:20][C:21]3[CH:26]=[C:25]([C:27]([F:30])([F:29])[F:28])[CH:24]=[CH:23][C:22]=3[F:31])=[O:19])=[CH:13][CH:12]=2)=[C:5]([C:8]([NH2:10])=[O:9])[NH:6][CH:7]=1.[C:32](Cl)(=[O:34])[CH3:33].C(N(CC)CC)C. Given the product [C:32]([NH:2][C:3]1[C:4]([C:11]2[CH:16]=[CH:15][C:14]([NH:17][C:18]([NH:20][C:21]3[CH:26]=[C:25]([C:27]([F:30])([F:28])[F:29])[CH:24]=[CH:23][C:22]=3[F:31])=[O:19])=[CH:13][CH:12]=2)=[C:5]([C:8]([NH2:10])=[O:9])[NH:6][CH:7]=1)(=[O:34])[CH3:33], predict the reactants needed to synthesize it. (2) Given the product [F:39][C:2]([F:38])([F:1])[C:3]1[CH:33]=[C:32]([C:34]([F:37])([F:35])[F:36])[CH:31]=[CH:30][C:4]=1[CH2:5][N:6]1[C:14]2[C:9](=[CH:10][C:11]([CH:15]=[C:16]3[S:20][C:19]([N:21]([CH3:28])[CH:22]4[CH2:23][CH2:24][N:25]([CH:47]([CH3:51])[C:48]([NH2:50])=[O:49])[CH2:26][CH2:27]4)=[N:18][C:17]3=[O:29])=[CH:12][CH:13]=2)[CH:8]=[N:7]1, predict the reactants needed to synthesize it. The reactants are: [F:1][C:2]([F:39])([F:38])[C:3]1[CH:33]=[C:32]([C:34]([F:37])([F:36])[F:35])[CH:31]=[CH:30][C:4]=1[CH2:5][N:6]1[C:14]2[C:9](=[CH:10][C:11]([CH:15]=[C:16]3[S:20][C:19]([N:21]([CH3:28])[CH:22]4[CH2:27][CH2:26][NH:25][CH2:24][CH2:23]4)=[N:18][C:17]3=[O:29])=[CH:12][CH:13]=2)[CH:8]=[N:7]1.C(=O)([O-])[O-].[K+].[K+].Br[CH:47]([CH3:51])[C:48]([NH2:50])=[O:49]. (3) Given the product [CH2:1]([O:5][CH2:6][CH2:7][O:8][C:9]1[CH:10]=[CH:11][C:12]([C:15]2[CH:16]=[CH:17][C:18]3[N:24]([CH2:25][CH:26]([CH3:27])[CH3:28])[CH2:23][CH2:22][C:21]([C:29]([NH:31][C:32]4[CH:33]=[CH:34][C:35]([S:38]([CH2:39][C:40]5[N:44]([CH2:45][CH2:46][CH3:47])[CH:43]=[N:42][CH:41]=5)=[O:57])=[CH:36][CH:37]=4)=[O:30])=[CH:20][C:19]=3[CH:48]=2)=[CH:13][CH:14]=1)[CH2:2][CH2:3][CH3:4], predict the reactants needed to synthesize it. The reactants are: [CH2:1]([O:5][CH2:6][CH2:7][O:8][C:9]1[CH:14]=[CH:13][C:12]([C:15]2[CH:16]=[CH:17][C:18]3[N:24]([CH2:25][CH:26]([CH3:28])[CH3:27])[CH2:23][CH2:22][C:21]([C:29]([NH:31][C:32]4[CH:37]=[CH:36][C:35]([S:38][CH2:39][C:40]5[N:44]([CH2:45][CH2:46][CH3:47])[CH:43]=[N:42][CH:41]=5)=[CH:34][CH:33]=4)=[O:30])=[CH:20][C:19]=3[CH:48]=2)=[CH:11][CH:10]=1)[CH2:2][CH2:3][CH3:4].ClC1C=CC=C(C(OO)=[O:57])C=1.CSC.O. (4) Given the product [Cl:53][CH2:54][C:55]([O:1][CH2:2][C:3]([O:5][C@H:6]([CH2:35][N:36]([S:41]([C:44]1[CH:52]=[CH:51][C:47]2[O:48][CH2:49][O:50][C:46]=2[CH:45]=1)(=[O:43])=[O:42])[CH2:37][CH:38]([CH3:39])[CH3:40])[C@@H:7]([NH:23][C:24]([O:26][C@@H:27]1[C@H:34]2[C@H:30]([O:31][CH2:32][CH2:33]2)[O:29][CH2:28]1)=[O:25])[CH2:8][C:9]1[CH:10]=[CH:11][C:12]([O:15][CH2:16][C:17]2[N:18]=[C:19]([CH3:22])[S:20][CH:21]=2)=[CH:13][CH:14]=1)=[O:4])=[O:56], predict the reactants needed to synthesize it. The reactants are: [OH:1][CH2:2][C:3]([O:5][C@H:6]([CH2:35][N:36]([S:41]([C:44]1[CH:52]=[CH:51][C:47]2[O:48][CH2:49][O:50][C:46]=2[CH:45]=1)(=[O:43])=[O:42])[CH2:37][CH:38]([CH3:40])[CH3:39])[C@@H:7]([NH:23][C:24]([O:26][C@@H:27]1[C@H:34]2[C@H:30]([O:31][CH2:32][CH2:33]2)[O:29][CH2:28]1)=[O:25])[CH2:8][C:9]1[CH:14]=[CH:13][C:12]([O:15][CH2:16][C:17]2[N:18]=[C:19]([CH3:22])[S:20][CH:21]=2)=[CH:11][CH:10]=1)=[O:4].[Cl:53][CH2:54][C:55](Cl)=[O:56]. (5) Given the product [Cl:1][C:2]1[CH:7]=[CH:6][N:5]=[C:4]2[CH:8]=[C:9]([C:11]([N:15]3[CH2:19][C@H:18]([OH:20])[C@@H:17]([OH:21])[CH2:16]3)=[O:13])[S:10][C:3]=12, predict the reactants needed to synthesize it. The reactants are: [Cl:1][C:2]1[CH:7]=[CH:6][N:5]=[C:4]2[CH:8]=[C:9]([C:11]([O-:13])=O)[S:10][C:3]=12.[Li+].[NH:15]1[CH2:19][C@H:18]([OH:20])[C@@H:17]([OH:21])[CH2:16]1.